From a dataset of Forward reaction prediction with 1.9M reactions from USPTO patents (1976-2016). Predict the product of the given reaction. Given the reactants [F:1][C:2]1[CH:24]=[CH:23][C:5]([CH2:6][NH:7][C:8]([C:10]2[S:14][C:13]([C:15]3[CH:20]=[N:19][CH:18]=[C:17](I)[N:16]=3)=[N:12][C:11]=2[CH3:22])=[O:9])=[CH:4][CH:3]=1.C([O-])([O-])=O.[Na+].[Na+].[F:31][C:32]1[CH:37]=[CH:36][C:35](/[CH:38]=[CH:39]/B(O)O)=[CH:34][CH:33]=1.O, predict the reaction product. The product is: [F:1][C:2]1[CH:24]=[CH:23][C:5]([CH2:6][NH:7][C:8]([C:10]2[S:14][C:13]([C:15]3[CH:20]=[N:19][CH:18]=[C:17](/[CH:39]=[CH:38]/[C:35]4[CH:36]=[CH:37][C:32]([F:31])=[CH:33][CH:34]=4)[N:16]=3)=[N:12][C:11]=2[CH3:22])=[O:9])=[CH:4][CH:3]=1.